Predict the reactants needed to synthesize the given product. From a dataset of Full USPTO retrosynthesis dataset with 1.9M reactions from patents (1976-2016). (1) Given the product [NH:9]([C:29]([O:31][C:32]([CH3:35])([CH3:34])[CH3:33])=[O:30])[C@H:10]([C:26]([NH:43][C@H:44]([C:49]([NH:51][C@H:52]([C:57]([O:59][CH3:60])=[O:58])[CH2:53][CH:54]([CH3:55])[CH3:56])=[O:50])[CH2:45][CH:46]([CH3:47])[CH3:48])=[O:28])[CH2:11][CH2:12][CH2:13][CH2:14][NH:15][C:16]([O:18][CH2:19][C:20]1[CH:21]=[CH:22][CH:23]=[CH:24][CH:25]=1)=[O:17], predict the reactants needed to synthesize it. The reactants are: ClC(OCC(C)C)=O.[NH:9]([C:29]([O:31][C:32]([CH3:35])([CH3:34])[CH3:33])=[O:30])[C@H:10]([C:26]([OH:28])=O)[CH2:11][CH2:12][CH2:13][CH2:14][NH:15][C:16]([O:18][CH2:19][C:20]1[CH:25]=[CH:24][CH:23]=[CH:22][CH:21]=1)=[O:17].CN1CCOCC1.[NH2:43][C@H:44]([C:49]([NH:51][C@H:52]([C:57]([O:59][CH3:60])=[O:58])[CH2:53][CH:54]([CH3:56])[CH3:55])=[O:50])[CH2:45][CH:46]([CH3:48])[CH3:47].Cl. (2) The reactants are: [CH2:1]([N:3]([CH:19]1[CH2:24][CH2:23][N:22]([CH:25]([CH3:27])[CH3:26])[CH2:21][CH2:20]1)[C:4]1[C:5]([CH3:18])=[C:6]([CH:11]=[C:12]([C:14]([F:17])([F:16])[F:15])[CH:13]=1)[C:7]([O:9]C)=[O:8])[CH3:2].[OH-].[Na+].Cl. Given the product [CH2:1]([N:3]([CH:19]1[CH2:24][CH2:23][N:22]([CH:25]([CH3:26])[CH3:27])[CH2:21][CH2:20]1)[C:4]1[C:5]([CH3:18])=[C:6]([CH:11]=[C:12]([C:14]([F:15])([F:17])[F:16])[CH:13]=1)[C:7]([OH:9])=[O:8])[CH3:2], predict the reactants needed to synthesize it. (3) Given the product [C:42]1([C@H:48]([O:50][C:23](=[O:32])[NH:20][C:12]2[N:8]([C:5]3[CH:4]=[CH:3][C:2]([Br:1])=[CH:7][CH:6]=3)[N:9]=[N:10][C:11]=2[CH2:16][CH3:17])[CH3:49])[CH:47]=[CH:46][CH:45]=[CH:44][CH:43]=1, predict the reactants needed to synthesize it. The reactants are: [Br:1][C:2]1[CH:7]=[CH:6][C:5]([N:8]2[C:12](C(O)=O)=[C:11]([CH2:16][CH3:17])[N:10]=[N:9]2)=[CH:4][CH:3]=1.C([N:20]([CH2:23]C)CC)C.C1(P(N=[N+]=[N-])(C2C=CC=CC=2)=[O:32])C=CC=CC=1.[C:42]1([C@H:48]([OH:50])[CH3:49])[CH:47]=[CH:46][CH:45]=[CH:44][CH:43]=1. (4) Given the product [Cl:45][C:8]1[N:13]=[C:12]([NH:14][C:15]2[CH:16]=[CH:17][C:18]([C:26]([F:29])([F:28])[F:27])=[C:19]([NH:21][C:22](=[O:25])[O:23][CH3:24])[CH:20]=2)[CH:11]=[N:10][CH:9]=1.[CH3:1][C:2]1[NH:6][N:5]=[C:4]([NH:7][C:8]2[N:13]=[C:12]([NH:14][C:15]3[CH:16]=[CH:17][C:18]([C:26]([F:29])([F:27])[F:28])=[C:19]([NH:21][C:22](=[O:25])[O:23][CH3:24])[CH:20]=3)[CH:11]=[N:10][CH:9]=2)[CH:3]=1, predict the reactants needed to synthesize it. The reactants are: [CH3:1][C:2]1[NH:6][N:5]=[C:4]([NH:7][C:8]2[N:13]=[C:12]([NH:14][C:15]3[CH:16]=[CH:17][C:18]([C:26]([F:29])([F:28])[F:27])=[C:19]([NH:21][C:22](=[O:25])[O:23][CH3:24])[CH:20]=3)[CH:11]=[N:10][CH:9]=2)[CH:3]=1.BrC1C=CC(C(F)(F)F)=C(NC(=O)[O-])C=1.[Cl:45]C1N=C(N)C=NC=1. (5) Given the product [C:1]([C:5]1[N:10]=[C:9]([N:11]2[CH2:12][CH2:13][N:14]([CH2:17][C@H:18]([CH3:24])[CH2:19][OH:20])[CH2:15][CH2:16]2)[CH:8]=[C:7]([CH:25]2[CH2:28][CH2:27][CH2:26]2)[N:6]=1)([CH3:2])([CH3:3])[CH3:4], predict the reactants needed to synthesize it. The reactants are: [C:1]([C:5]1[N:10]=[C:9]([N:11]2[CH2:16][CH2:15][N:14]([CH2:17][C@H:18]([CH3:24])[CH2:19][O:20]C(=O)C)[CH2:13][CH2:12]2)[CH:8]=[C:7]([CH:25]2[CH2:28][CH2:27][CH2:26]2)[N:6]=1)([CH3:4])([CH3:3])[CH3:2].[OH-].[Na+].ClCCl. (6) Given the product [Cl:1][C:2]1[CH:3]=[C:4]([CH:23]=[CH:24][C:25]=1[F:26])[CH2:5][N:6]1[CH2:15][CH2:14][C:13]2[C:12]([C:16]([O:18][CH2:19][CH3:20])=[O:17])=[N:11][CH:10]=[C:9]([O:21][CH3:27])[C:8]=2[C:7]1=[O:22], predict the reactants needed to synthesize it. The reactants are: [Cl:1][C:2]1[CH:3]=[C:4]([CH:23]=[CH:24][C:25]=1[F:26])[CH2:5][N:6]1[CH2:15][CH2:14][C:13]2[C:12]([C:16]([O:18][CH2:19][CH3:20])=[O:17])=[N:11][CH:10]=[C:9]([OH:21])[C:8]=2[C:7]1=[O:22].[CH3:27][Si](C=[N+]=[N-])(C)C. (7) Given the product [CH2:31]([C:27]1[NH:26][C:25](=[O:33])[C:24]([CH2:23][NH:22][C:13]([C:12]2[C:7]3[CH:6]=[N:5][N:4]([CH:2]([CH3:1])[CH3:3])[C:8]=3[N:9]=[C:10]([C:16]3[CH:17]=[CH:18][N:19]=[CH:20][CH:21]=3)[CH:11]=2)=[O:15])=[C:29]([CH3:30])[CH:28]=1)[CH3:32], predict the reactants needed to synthesize it. The reactants are: [CH3:1][CH:2]([N:4]1[C:8]2[N:9]=[C:10]([C:16]3[CH:21]=[CH:20][N:19]=[CH:18][CH:17]=3)[CH:11]=[C:12]([C:13]([OH:15])=O)[C:7]=2[CH:6]=[N:5]1)[CH3:3].[NH2:22][CH2:23][C:24]1[C:25](=[O:33])[NH:26][C:27]([CH2:31][CH3:32])=[CH:28][C:29]=1[CH3:30].C(O)(C(F)(F)F)=O.C1C=NC2N(O)N=NC=2C=1.C(Cl)CCl.CN1CCOCC1.